From a dataset of Peptide-MHC class II binding affinity with 134,281 pairs from IEDB. Regression. Given a peptide amino acid sequence and an MHC pseudo amino acid sequence, predict their binding affinity value. This is MHC class II binding data. (1) The peptide sequence is RRHGVRIRVRSGGHD. The MHC is DRB5_0101 with pseudo-sequence DRB5_0101. The binding affinity (normalized) is 0.456. (2) The peptide sequence is YDKFLANVSTVLTGP. The MHC is DRB1_1602 with pseudo-sequence DRB1_1602. The binding affinity (normalized) is 0.572. (3) The peptide sequence is YDTLGTLCNSTEDGP. The MHC is DRB4_0101 with pseudo-sequence DRB4_0103. The binding affinity (normalized) is 0. (4) The peptide sequence is EKDVTDITVKNCVLK. The MHC is HLA-DQA10401-DQB10402 with pseudo-sequence HLA-DQA10401-DQB10402. The binding affinity (normalized) is 0. (5) The peptide sequence is GELQIVDKIDAAFLI. The MHC is DRB1_0101 with pseudo-sequence DRB1_0101. The binding affinity (normalized) is 0.728. (6) The peptide sequence is LGQIMLLILCTSQIL. The MHC is DRB1_0802 with pseudo-sequence DRB1_0802. The binding affinity (normalized) is 0.572. (7) The peptide sequence is TNDNNLYKLHGGHVS. The MHC is HLA-DQA10201-DQB10301 with pseudo-sequence HLA-DQA10201-DQB10301. The binding affinity (normalized) is 0.322. (8) The peptide sequence is AASLRKAGKSVVVLNK. The MHC is DRB1_1101 with pseudo-sequence DRB1_1101. The binding affinity (normalized) is 0.683. (9) The peptide sequence is EKKYFAAKQFEPLAA. The MHC is DRB1_0101 with pseudo-sequence DRB1_0101. The binding affinity (normalized) is 0.700. (10) The peptide sequence is SGMAEATSLDTMTQM. The MHC is DRB1_0701 with pseudo-sequence DRB1_0701. The binding affinity (normalized) is 0.356.